This data is from NCI-60 drug combinations with 297,098 pairs across 59 cell lines. The task is: Regression. Given two drug SMILES strings and cell line genomic features, predict the synergy score measuring deviation from expected non-interaction effect. (1) Drug 1: CC1=C(C=C(C=C1)C(=O)NC2=CC(=CC(=C2)C(F)(F)F)N3C=C(N=C3)C)NC4=NC=CC(=N4)C5=CN=CC=C5. Drug 2: C1CCC(C(C1)N)N.C(=O)(C(=O)[O-])[O-].[Pt+4]. Cell line: OVCAR-4. Synergy scores: CSS=1.53, Synergy_ZIP=-0.643, Synergy_Bliss=-1.42, Synergy_Loewe=-5.75, Synergy_HSA=-5.06. (2) Drug 1: CC1=C(C(=CC=C1)Cl)NC(=O)C2=CN=C(S2)NC3=CC(=NC(=N3)C)N4CCN(CC4)CCO. Drug 2: COCCOC1=C(C=C2C(=C1)C(=NC=N2)NC3=CC=CC(=C3)C#C)OCCOC.Cl. Cell line: UACC-257. Synergy scores: CSS=0.831, Synergy_ZIP=2.14, Synergy_Bliss=3.28, Synergy_Loewe=2.44, Synergy_HSA=1.78.